From a dataset of Full USPTO retrosynthesis dataset with 1.9M reactions from patents (1976-2016). Predict the reactants needed to synthesize the given product. (1) Given the product [Cl:1][C:2]1[CH:3]=[CH:4][C:5]2[N:11]3[CH:12]=[CH:13][N:14]=[C:10]3[C@@H:9]([CH2:15][CH2:16][N:17]3[CH:21]=[C:20]([CH2:22][C:59]#[N:60])[CH:19]=[N:18]3)[O:8][C@H:7]([C:24]3[CH:29]=[CH:28][CH:27]=[C:26]([O:30][CH3:31])[C:25]=3[O:32][CH3:33])[C:6]=2[CH:34]=1, predict the reactants needed to synthesize it. The reactants are: [Cl:1][C:2]1[CH:3]=[CH:4][C:5]2[N:11]3[CH:12]=[CH:13][N:14]=[C:10]3[C@@H:9]([CH2:15][CH2:16][N:17]3[CH:21]=[C:20]([CH2:22]O)[CH:19]=[N:18]3)[O:8][C@H:7]([C:24]3[CH:29]=[CH:28][CH:27]=[C:26]([O:30][CH3:31])[C:25]=3[O:32][CH3:33])[C:6]=2[CH:34]=1.C(Br)(Br)(Br)Br.C1(P(C2C=CC=CC=2)C2C=CC=CC=2)C=CC=CC=1.[C-:59]#[N:60].[Na+]. (2) Given the product [CH2:13]([C:12]1[O:11][N:10]=[C:9]([C:14]2[CH:19]=[CH:18][CH:17]=[CH:16][CH:15]=2)[C:8]=1[C:6]([NH:5][CH2:4][CH2:3][CH2:2][N:30]1[CH2:31][CH2:32][N:27]([C:24]2[CH:25]=[CH:26][C:21]([F:20])=[CH:22][C:23]=2[O:33][CH2:34][C:35]([F:37])([F:36])[F:38])[CH2:28][CH2:29]1)=[O:7])[CH3:40], predict the reactants needed to synthesize it. The reactants are: Cl[CH2:2][CH2:3][CH2:4][NH:5][C:6]([C:8]1[C:9]([C:14]2[CH:19]=[CH:18][CH:17]=[CH:16][CH:15]=2)=[N:10][O:11][C:12]=1[CH3:13])=[O:7].[F:20][C:21]1[CH:26]=[CH:25][C:24]([N:27]2[CH2:32][CH2:31][NH:30][CH2:29][CH2:28]2)=[C:23]([O:33][CH2:34][C:35]([F:38])([F:37])[F:36])[CH:22]=1.O[C:40]1C=CC(Cl)=CC=1N1CCNCC1. (3) Given the product [C:36]([NH:2][CH2:3][CH2:4][O:5][C:6]1[CH:11]=[CH:10][C:9]([NH:12][C:13](=[O:22])[C:14]2[CH:19]=[CH:18][CH:17]=[C:16]([O:20][CH3:21])[CH:15]=2)=[CH:8][C:7]=1[C:23]1[N:27]([CH3:28])[N:26]=[CH:25][CH:24]=1)(=[O:38])[CH3:37], predict the reactants needed to synthesize it. The reactants are: Cl.[NH2:2][CH2:3][CH2:4][O:5][C:6]1[CH:11]=[CH:10][C:9]([NH:12][C:13](=[O:22])[C:14]2[CH:19]=[CH:18][CH:17]=[C:16]([O:20][CH3:21])[CH:15]=2)=[CH:8][C:7]=1[C:23]1[N:27]([CH3:28])[N:26]=[CH:25][CH:24]=1.C(N(CC)CC)C.[C:36](Cl)(=[O:38])[CH3:37]. (4) The reactants are: [O:1]=[C:2]1[N:7]([C:8]2[CH:13]=[CH:12][C:11]([O:14][CH:15]3[CH2:20][CH2:19][NH:18][CH2:17][CH2:16]3)=[CH:10][CH:9]=2)[CH2:6][CH2:5][N:4]([C:21]([O:23][CH2:24][C:25]2[CH:30]=[CH:29][CH:28]=[CH:27][CH:26]=2)=[O:22])[CH2:3]1.C(O[BH-](O[C:41](=O)[CH3:42])OC(=O)C)(=O)C.[Na+].[CH3:45][C:46](O)=O. Given the product [CH:42]1([N:18]2[CH2:19][CH2:20][CH:15]([O:14][C:11]3[CH:12]=[CH:13][C:8]([N:7]4[CH2:6][CH2:5][N:4]([C:21]([O:23][CH2:24][C:25]5[CH:26]=[CH:27][CH:28]=[CH:29][CH:30]=5)=[O:22])[CH2:3][C:2]4=[O:1])=[CH:9][CH:10]=3)[CH2:16][CH2:17]2)[CH2:41][CH2:46][CH2:45]1, predict the reactants needed to synthesize it. (5) Given the product [OH:64][CH2:63][C@@H:62]([NH:61][C:20]([C:19]1[CH:23]=[CH:24][C:25]([CH3:26])=[C:17]([NH:16][C:14]([C:8]2[C:9](=[O:13])[NH:10][C:11]3[C:6]([CH:7]=2)=[CH:5][C:4]([O:27][CH3:28])=[C:3]([O:2][CH3:1])[CH:12]=3)=[O:15])[CH:18]=1)=[O:21])[CH2:65][CH:66]([CH3:68])[CH3:67], predict the reactants needed to synthesize it. The reactants are: [CH3:1][O:2][C:3]1[CH:12]=[C:11]2[C:6]([CH:7]=[C:8]([C:14]([NH:16][C:17]3[CH:18]=[C:19]([CH:23]=[CH:24][C:25]=3[CH3:26])[C:20](O)=[O:21])=[O:15])[C:9](=[O:13])[NH:10]2)=[CH:5][C:4]=1[O:27][CH2:28]COC.CN(C=O)C.CN(C(ON1N=NC2C=CC=NC1=2)=[N+](C)C)C.F[P-](F)(F)(F)(F)F.[NH2:61][C@@H:62]([CH2:65][CH:66]([CH3:68])[CH3:67])[CH2:63][OH:64]. (6) Given the product [CH2:1]([O:3][C:4](=[O:18])[C:5]1[CH:6]=[CH:7][C:8]([N:11]2[CH2:12][CH2:13][CH:14]([NH:17][C:33]([O:32][CH2:25][C:26]3[CH:31]=[CH:30][CH:29]=[CH:28][CH:27]=3)=[O:34])[CH2:15][CH2:16]2)=[CH:9][CH:10]=1)[CH3:2], predict the reactants needed to synthesize it. The reactants are: [CH2:1]([O:3][C:4](=[O:18])[C:5]1[CH:10]=[CH:9][C:8]([N:11]2[CH2:16][CH2:15][CH:14]([NH2:17])[CH2:13][CH2:12]2)=[CH:7][CH:6]=1)[CH3:2].C(=O)([O-])[O-].[Na+].[Na+].[CH2:25]([O:32][C:33](Cl)=[O:34])[C:26]1[CH:31]=[CH:30][CH:29]=[CH:28][CH:27]=1.O. (7) Given the product [C:7]1([S:13]([C:16]2[CH:21]=[CH:20][C:19]([CH2:22][CH2:23][C@@H:1]([OH:4])[CH2:35][OH:38])=[C:18]([Br:26])[CH:17]=2)(=[O:15])=[O:14])[CH:12]=[CH:11][CH:10]=[CH:9][CH:8]=1, predict the reactants needed to synthesize it. The reactants are: [C:1]([O-:4])([O-])=O.[K+].[K+].[C:7]1([S:13]([C:16]2[CH:21]=[CH:20][C:19]([CH2:22][CH2:23]C=C)=[C:18]([Br:26])[CH:17]=2)(=[O:15])=[O:14])[CH:12]=[CH:11][CH:10]=[CH:9][CH:8]=1.[O-]S([O-])=O.[Na+].[Na+].O.C[C:35]([OH:38])(C)C.O. (8) Given the product [CH3:31][N:32]([CH2:29][C:26]1[CH:25]=[CH:24][C:23]([C:19]2[CH:20]=[CH:21][CH:22]=[C:17]([C:16]3[N:11]4[N:10]=[CH:9][C:8]([C:6]([C:2]5[S:1][CH:5]=[CH:4][CH:3]=5)=[O:7])=[C:12]4[N:13]=[CH:14][CH:15]=3)[CH:18]=2)=[CH:28][CH:27]=1)[CH3:33], predict the reactants needed to synthesize it. The reactants are: [S:1]1[CH:5]=[CH:4][CH:3]=[C:2]1[C:6]([C:8]1[CH:9]=[N:10][N:11]2[C:16]([C:17]3[CH:18]=[C:19]([C:23]4[CH:28]=[CH:27][C:26]([CH:29]=O)=[CH:25][CH:24]=4)[CH:20]=[CH:21][CH:22]=3)=[CH:15][CH:14]=[N:13][C:12]=12)=[O:7].[CH3:31][NH:32][CH3:33].